From a dataset of Catalyst prediction with 721,799 reactions and 888 catalyst types from USPTO. Predict which catalyst facilitates the given reaction. (1) Reactant: [CH2:1]([N:8]1[CH2:13][CH2:12][C:11](=[O:14])[CH2:10][CH2:9]1)[C:2]1[CH:7]=[CH:6][CH:5]=[CH:4][CH:3]=1.[Li][C:16]1[CH:17]=[CH:18][CH:19]=[CH:20][CH:21]=1. Product: [CH2:1]([N:8]1[CH2:13][CH2:12][C:11]([C:16]2[CH:17]=[CH:18][CH:19]=[CH:20][CH:21]=2)([OH:14])[CH2:10][CH2:9]1)[C:2]1[CH:3]=[CH:4][CH:5]=[CH:6][CH:7]=1. The catalyst class is: 1. (2) Reactant: [Cl:1][C:2]1[CH:26]=[C:25]([C:27]([F:30])([F:29])[F:28])[CH:24]=[CH:23][C:3]=1[O:4][C:5]1[CH:10]=[C:9]([O:11][CH2:12][CH2:13][O:14][CH3:15])[CH:8]=[CH:7][C:6]=1/[CH:16]=[CH:17]/[C:18]([O:20]CC)=[O:19].[OH-].[Na+]. Product: [Cl:1][C:2]1[CH:26]=[C:25]([C:27]([F:28])([F:30])[F:29])[CH:24]=[CH:23][C:3]=1[O:4][C:5]1[CH:10]=[C:9]([O:11][CH2:12][CH2:13][O:14][CH3:15])[CH:8]=[CH:7][C:6]=1/[CH:16]=[CH:17]/[C:18]([OH:20])=[O:19]. The catalyst class is: 214. (3) Reactant: [CH2:1]([N:8]1[C:13](=[O:14])[C:12]2[CH:15]=[CH:16][CH:17]=[N:18][C:11]=2[N:10]=[C:9]1[CH2:19][CH:20]([CH3:22])[CH3:21])[C:2]1[CH:7]=[CH:6][CH:5]=[CH:4][CH:3]=1.[CH3:23][C:24]([O-:26])=O.[Na+].[Br:28]Br. Product: [NH2:8][CH2:13][CH2:12][CH2:11][N:10]([CH:19]([C:9]1[N:8]([CH2:1][C:2]2[CH:3]=[CH:4][CH:5]=[CH:6][CH:7]=2)[C:13](=[O:14])[C:12]2[CH:15]=[CH:16][CH:17]=[N:18][C:11]=2[N:10]=1)[CH:20]([CH3:22])[CH3:21])[C:24](=[O:26])[C:23]1[CH:4]=[CH:3][C:2]([CH3:1])=[CH:7][CH:6]=1.[CH2:1]([N:8]1[C:13](=[O:14])[C:12]2[CH:15]=[CH:16][CH:17]=[N:18][C:11]=2[N:10]=[C:9]1[CH:19]([Br:28])[CH:20]([CH3:22])[CH3:21])[C:2]1[CH:3]=[CH:4][CH:5]=[CH:6][CH:7]=1. The catalyst class is: 15. (4) Reactant: [S:1]1[CH:5]=[CH:4][C:3]([CH2:6][C:7]2[O:11][N:10]=[C:9]([C:12]([OH:14])=O)[CH:8]=2)=[CH:2]1.[O:15]1[CH2:19][CH2:18][CH:17]([CH2:20][NH2:21])[CH2:16]1.ON1C2C=CC=CC=2N=N1.Cl.C(N=C=NCCCN(C)C)C. Product: [O:15]1[CH2:19][CH2:18][CH:17]([CH2:20][NH:21][C:12]([C:9]2[CH:8]=[C:7]([CH2:6][C:3]3[CH:4]=[CH:5][S:1][CH:2]=3)[O:11][N:10]=2)=[O:14])[CH2:16]1. The catalyst class is: 229. (5) Reactant: [NH2:1][C:2]1[CH:6]=[C:5]([Br:7])[S:4][C:3]=1[C:8]([NH2:10])=[O:9].ClC[CH2:13][C:14](Cl)=[O:15].[CH3:17][NH:18][CH2:19][CH2:20]O.Cl.O1CCC[CH2:24]1. Product: [Br:7][C:5]1[S:4][C:3]2[C:8](=[O:9])[NH:10][C:24]([CH2:20][CH2:19][N:18]([CH2:13][CH2:14][OH:15])[CH3:17])=[N:1][C:2]=2[CH:6]=1. The catalyst class is: 66.